This data is from Full USPTO retrosynthesis dataset with 1.9M reactions from patents (1976-2016). The task is: Predict the reactants needed to synthesize the given product. (1) Given the product [N:34]1([CH:40]2[CH2:45][CH2:44][N:43]([C:46]3[CH:52]=[CH:51][C:49]([NH:50][C:2]4[N:7]=[C:6]([C:8]5[N:12]6[CH:13]=[CH:14][CH:15]=[CH:16][C:11]6=[N:10][C:9]=5[C:17]5[CH:18]=[C:19]([CH:31]=[CH:32][CH:33]=5)[C:20]([NH:22][C:23]5[C:24]([F:30])=[CH:25][CH:26]=[CH:27][C:28]=5[F:29])=[O:21])[CH:5]=[CH:4][N:3]=4)=[C:48]([CH3:53])[CH:47]=3)[CH2:42][CH2:41]2)[CH2:35][CH2:36][CH2:37][CH2:38][CH2:39]1, predict the reactants needed to synthesize it. The reactants are: Cl[C:2]1[N:7]=[C:6]([C:8]2[N:12]3[CH:13]=[CH:14][CH:15]=[CH:16][C:11]3=[N:10][C:9]=2[C:17]2[CH:18]=[C:19]([CH:31]=[CH:32][CH:33]=2)[C:20]([NH:22][C:23]2[C:28]([F:29])=[CH:27][CH:26]=[CH:25][C:24]=2[F:30])=[O:21])[CH:5]=[CH:4][N:3]=1.[N:34]1([CH:40]2[CH2:45][CH2:44][N:43]([C:46]3[CH:52]=[CH:51][C:49]([NH2:50])=[C:48]([CH3:53])[CH:47]=3)[CH2:42][CH2:41]2)[CH2:39][CH2:38][CH2:37][CH2:36][CH2:35]1.O.C1(C)C=CC(S(O)(=O)=O)=CC=1.CCOCC. (2) Given the product [N+:1]([C:4]1[C:5]2[O:11][CH2:16][CH2:15][O:7][C:6]=2[CH:8]=[CH:9][CH:10]=1)([O-:3])=[O:2], predict the reactants needed to synthesize it. The reactants are: [N+:1]([C:4]1[CH:10]=[CH:9][CH:8]=[C:6]([OH:7])[C:5]=1[OH:11])([O-:3])=[O:2].[F-].[Cs+].Br[CH:15](Br)[CH3:16]. (3) Given the product [Br:1][C:2]1[CH:10]=[C:9]2[C:5]([CH2:6][CH2:7][N:8]2[C:12]([O:14][C:15]([CH3:18])([CH3:17])[CH3:16])=[O:13])=[CH:4][C:3]=1[F:11], predict the reactants needed to synthesize it. The reactants are: [Br:1][C:2]1[CH:10]=[C:9]2[C:5]([CH2:6][CH2:7][NH:8]2)=[CH:4][C:3]=1[F:11].[C:12](O[C:12]([O:14][C:15]([CH3:18])([CH3:17])[CH3:16])=[O:13])([O:14][C:15]([CH3:18])([CH3:17])[CH3:16])=[O:13].C(N(C(C)C)CC)(C)C.